From a dataset of Reaction yield outcomes from USPTO patents with 853,638 reactions. Predict the reaction yield, written as a fraction of the theoretical maximum amount of product (1.0 means a 100% yield; for example, 0.34 means a 34% yield). (1) The reactants are [Cl:1][C:2]1[CH:3]=[CH:4][C:5]2[NH:16][C:15](=[O:17])[O:14][C:8]3([CH2:13][CH2:12][NH:11][CH2:10][CH2:9]3)[C:6]=2[CH:7]=1.Br[CH2:19][CH2:20][CH:21]=[C:22]1[C:28]2[CH:29]=[CH:30][CH:31]=[N:32][C:27]=2[CH2:26][O:25][C:24]2[CH:33]=[CH:34][C:35]([C:37]([OH:40])([CH3:39])[CH3:38])=[CH:36][C:23]1=2.[I-].[K+]. The catalyst is C(O)(C)C. The product is [Cl:1][C:2]1[CH:3]=[CH:4][C:5]2[N:16]([CH2:19][CH2:20][CH:21]=[C:22]3[C:28]4[CH:29]=[CH:30][CH:31]=[N:32][C:27]=4[CH2:26][O:25][C:24]4[CH:33]=[CH:34][C:35]([C:37]([OH:40])([CH3:39])[CH3:38])=[CH:36][C:23]3=4)[C:15](=[O:17])[O:14][C:8]3([CH2:13][CH2:12][NH:11][CH2:10][CH2:9]3)[C:6]=2[CH:7]=1. The yield is 0.100. (2) The reactants are Cl.Cl.[NH2:3][C:4]1[N:9]=[C:8]([N:10]2[CH2:15][CH2:14][O:13][CH2:12][CH2:11]2)[C:7]([NH2:16])=[C:6]([NH2:17])[N:5]=1.[CH:18]([CH:20]=O)=O. The catalyst is C(O)C. The product is [N:10]1([C:8]2[C:7]3[C:6](=[N:17][CH:18]=[CH:20][N:16]=3)[N:5]=[C:4]([NH2:3])[N:9]=2)[CH2:15][CH2:14][O:13][CH2:12][CH2:11]1. The yield is 0.800. (3) The reactants are [CH3:1][C:2]1[N:6]([C:7]2[CH:12]=[CH:11][CH:10]=[C:9]([C:13]([F:16])([F:15])[F:14])[CH:8]=2)[N:5]=[C:4]([C:17]2[CH:22]=[CH:21][N:20]=[CH:19][CH:18]=2)[C:3]=1[C:23](O)=[O:24].Cl.Cl.[NH:28]1[CH2:33][CH2:32][CH:31]([N:34]2[CH2:38][CH2:37][CH2:36][C@H:35]2[CH2:39][OH:40])[CH2:30][CH2:29]1. No catalyst specified. The product is [OH:40][CH2:39][C@@H:35]1[CH2:36][CH2:37][CH2:38][N:34]1[CH:31]1[CH2:32][CH2:33][N:28]([C:23]([C:3]2[C:4]([C:17]3[CH:18]=[CH:19][N:20]=[CH:21][CH:22]=3)=[N:5][N:6]([C:7]3[CH:12]=[CH:11][CH:10]=[C:9]([C:13]([F:16])([F:14])[F:15])[CH:8]=3)[C:2]=2[CH3:1])=[O:24])[CH2:29][CH2:30]1. The yield is 0.140.